This data is from NCI-60 drug combinations with 297,098 pairs across 59 cell lines. The task is: Regression. Given two drug SMILES strings and cell line genomic features, predict the synergy score measuring deviation from expected non-interaction effect. (1) Drug 1: CCN(CC)CCNC(=O)C1=C(NC(=C1C)C=C2C3=C(C=CC(=C3)F)NC2=O)C. Drug 2: CN1C2=C(C=C(C=C2)N(CCCl)CCCl)N=C1CCCC(=O)O.Cl. Cell line: K-562. Synergy scores: CSS=-16.4, Synergy_ZIP=5.05, Synergy_Bliss=-8.59, Synergy_Loewe=-17.7, Synergy_HSA=-18.7. (2) Drug 1: C1=NC2=C(N=C(N=C2N1C3C(C(C(O3)CO)O)F)Cl)N. Drug 2: C1CN1C2=NC(=NC(=N2)N3CC3)N4CC4. Cell line: EKVX. Synergy scores: CSS=5.49, Synergy_ZIP=-2.66, Synergy_Bliss=-1.62, Synergy_Loewe=-1.06, Synergy_HSA=-1.00. (3) Drug 1: C1=C(C(=O)NC(=O)N1)F. Drug 2: C(=O)(N)NO. Cell line: A498. Synergy scores: CSS=41.5, Synergy_ZIP=-11.9, Synergy_Bliss=-13.7, Synergy_Loewe=-17.6, Synergy_HSA=-12.0. (4) Drug 1: C1CC(=O)NC(=O)C1N2CC3=C(C2=O)C=CC=C3N. Drug 2: C1C(C(OC1N2C=C(C(=O)NC2=O)F)CO)O. Cell line: UACC62. Synergy scores: CSS=17.0, Synergy_ZIP=-13.2, Synergy_Bliss=-6.77, Synergy_Loewe=-9.90, Synergy_HSA=-5.26. (5) Drug 1: CCC1=C2CN3C(=CC4=C(C3=O)COC(=O)C4(CC)O)C2=NC5=C1C=C(C=C5)O. Drug 2: C1=CN(C=N1)CC(O)(P(=O)(O)O)P(=O)(O)O. Cell line: OVCAR-5. Synergy scores: CSS=20.0, Synergy_ZIP=-3.31, Synergy_Bliss=2.76, Synergy_Loewe=-10.5, Synergy_HSA=1.48. (6) Drug 1: CCCCCOC(=O)NC1=NC(=O)N(C=C1F)C2C(C(C(O2)C)O)O. Drug 2: CC12CCC3C(C1CCC2OP(=O)(O)O)CCC4=C3C=CC(=C4)OC(=O)N(CCCl)CCCl.[Na+]. Cell line: CAKI-1. Synergy scores: CSS=1.35, Synergy_ZIP=1.31, Synergy_Bliss=2.94, Synergy_Loewe=-1.79, Synergy_HSA=-0.565.